This data is from Peptide-MHC class II binding affinity with 134,281 pairs from IEDB. The task is: Regression. Given a peptide amino acid sequence and an MHC pseudo amino acid sequence, predict their binding affinity value. This is MHC class II binding data. (1) The peptide sequence is KVGEVCSFYADPKRY. The MHC is DRB1_0901 with pseudo-sequence DRB1_0901. The binding affinity (normalized) is 0.480. (2) The peptide sequence is LFAAFPSFAGLRPTF. The MHC is HLA-DPA10103-DPB10201 with pseudo-sequence HLA-DPA10103-DPB10201. The binding affinity (normalized) is 0.464. (3) The peptide sequence is TLEVHAVKPAAEEVK. The MHC is DRB1_0901 with pseudo-sequence DRB1_0901. The binding affinity (normalized) is 0.417. (4) The binding affinity (normalized) is 0.243. The MHC is DRB1_0701 with pseudo-sequence DRB1_0701. The peptide sequence is QKQVQMMIMIKFMGV. (5) The peptide sequence is TPTNASHIQSAVVCG. The MHC is DRB1_1602 with pseudo-sequence DRB1_1602. The binding affinity (normalized) is 0.402.